Dataset: Reaction yield outcomes from USPTO patents with 853,638 reactions. Task: Predict the reaction yield, written as a fraction of the theoretical maximum amount of product (1.0 means a 100% yield; for example, 0.34 means a 34% yield). (1) The reactants are C([O:5][C:6]1[CH:7]=[C:8]([C:12]2[C:13]3[CH2:26][CH2:25][NH:24][C:14]=3[N:15]=[C:16]([N:18]3[CH2:23][CH2:22][O:21][CH2:20][CH2:19]3)[N:17]=2)[CH:9]=[CH:10][CH:11]=1)(C)(C)C.C(N(C(C)C)CC)(C)C.[CH2:36]([N:38]=[C:39]=[O:40])[CH3:37]. The catalyst is CN(C)C=O. The product is [OH:5][C:6]1[CH:7]=[C:8]([C:12]2[C:13]3[CH2:26][CH2:25][N:24]([C:39]([NH:38][CH2:36][CH3:37])=[O:40])[C:14]=3[N:15]=[C:16]([N:18]3[CH2:23][CH2:22][O:21][CH2:20][CH2:19]3)[N:17]=2)[CH:9]=[CH:10][CH:11]=1. The yield is 0.0900. (2) The reactants are [CH2:1]([Zn]CC)C.[Cl:6][C:7]1[C:15]2[N:14]=[C:13]3[N:16]([C:20]4[C:25]([CH3:26])=[CH:24][C:23]([Cl:27])=[CH:22][C:21]=4[Cl:28])[CH2:17][CH2:18][CH2:19][N:12]3[C:11]=2[C:10]([CH:29]([OH:33])[CH2:30][CH:31]=[CH2:32])=[CH:9][CH:8]=1. The catalyst is ClCCl.[Cl-].[NH4+]. The product is [Cl:6][C:7]1[C:15]2[N:14]=[C:13]3[N:16]([C:20]4[C:25]([CH3:26])=[CH:24][C:23]([Cl:27])=[CH:22][C:21]=4[Cl:28])[CH2:17][CH2:18][CH2:19][N:12]3[C:11]=2[C:10]([CH:29]([OH:33])[CH2:30][CH:31]2[CH2:1][CH2:32]2)=[CH:9][CH:8]=1. The yield is 0.230.